Dataset: Reaction yield outcomes from USPTO patents with 853,638 reactions. Task: Predict the reaction yield, written as a fraction of the theoretical maximum amount of product (1.0 means a 100% yield; for example, 0.34 means a 34% yield). The reactants are [CH:1]1[C:13]2[CH:12]([CH2:14][O:15][C:16]([NH:18][C@@H:19]([CH3:23])[C:20](O)=[O:21])=[O:17])[C:11]3[C:6](=[CH:7][CH:8]=[CH:9][CH:10]=3)[C:5]=2[CH:4]=[CH:3][CH:2]=1.ON1C2C=CC=CC=2N=N1.C(N=C=NCCCN(C)C)C.[CH2:45]([NH:52][CH2:53][CH:54]([O:58][CH2:59][CH3:60])[O:55][CH2:56][CH3:57])[C:46]1[CH:51]=[CH:50][CH:49]=[CH:48][CH:47]=1. The catalyst is ClCCl.CN(C)C1C=CN=CC=1.C(OCC)(=O)C. The product is [CH2:45]([N:52]([CH2:53][CH:54]([O:55][CH2:56][CH3:57])[O:58][CH2:59][CH3:60])[C:20](=[O:21])[C@@H:19]([NH:18][C:16](=[O:17])[O:15][CH2:14][CH:12]1[C:13]2[CH:1]=[CH:2][CH:3]=[CH:4][C:5]=2[C:6]2[C:11]1=[CH:10][CH:9]=[CH:8][CH:7]=2)[CH3:23])[C:46]1[CH:51]=[CH:50][CH:49]=[CH:48][CH:47]=1. The yield is 0.420.